This data is from Forward reaction prediction with 1.9M reactions from USPTO patents (1976-2016). The task is: Predict the product of the given reaction. (1) Given the reactants [N:1]([C:4]1[N:8]([C@@H:9]2[O:21][C@H:20]([CH2:22][O:23][C:24](=[O:26])[CH3:25])[C@@H:15]([O:16][C:17](=[O:19])[CH3:18])[C@H:10]2[O:11][C:12](=[O:14])[CH3:13])[C:7]2[CH:27]=[CH:28][CH:29]=[CH:30][C:6]=2[N:5]=1)=[N+]=[N-], predict the reaction product. The product is: [NH2:1][C:4]1[N:8]([C@@H:9]2[O:21][C@H:20]([CH2:22][O:23][C:24](=[O:26])[CH3:25])[C@@H:15]([O:16][C:17](=[O:19])[CH3:18])[C@H:10]2[O:11][C:12](=[O:14])[CH3:13])[C:7]2[CH:27]=[CH:28][CH:29]=[CH:30][C:6]=2[N:5]=1. (2) Given the reactants [CH3:1][O:2][C@H:3]1[CH2:8][CH2:7][C@H:6]([N:9]2C(=O)C3C(=CC=CC=3)C2=O)[CH2:5][CH2:4]1.O.NN, predict the reaction product. The product is: [CH3:1][O:2][C@H:3]1[CH2:8][CH2:7][C@H:6]([NH2:9])[CH2:5][CH2:4]1. (3) Given the reactants [F:1][C:2]1[CH:3]=[C:4]([CH:10]=[C:11]([F:13])[CH:12]=1)[O:5][CH2:6][CH2:7][NH:8][CH3:9].Br[CH2:15][CH2:16][CH2:17][N:18]1[C:26](=[O:27])[C:25]2[C:20](=[CH:21][CH:22]=[CH:23][CH:24]=2)[C:19]1=[O:28].[F-].[K+], predict the reaction product. The product is: [F:1][C:2]1[CH:3]=[C:4]([CH:10]=[C:11]([F:13])[CH:12]=1)[O:5][CH2:6][CH2:7][N:8]([CH3:9])[CH2:15][CH2:16][CH2:17][N:18]1[C:26](=[O:27])[C:25]2[C:20](=[CH:21][CH:22]=[CH:23][CH:24]=2)[C:19]1=[O:28]. (4) Given the reactants Cl[C:2]1[N:7]2[N:8]=[C:9]([C:23]3[CH:28]=[CH:27][C:26]([O:29][CH3:30])=[CH:25][CH:24]=3)[C:10]([C:11]3[CH:16]=[CH:15][N:14]=[C:13]([NH:17][CH:18]4[CH2:22][CH2:21][CH2:20][CH2:19]4)[N:12]=3)=[C:6]2[CH:5]=[CH:4][CH:3]=1.[N-:31]=[N+]=[N-].[Na+].O.CCOCC, predict the reaction product. The product is: [CH:18]1([NH:17][C:13]2[N:12]=[C:11]([C:10]3[C:9]([C:23]4[CH:24]=[CH:25][C:26]([O:29][CH3:30])=[CH:27][CH:28]=4)=[N:8][N:7]4[C:2]([NH2:31])=[CH:3][CH:4]=[CH:5][C:6]=34)[CH:16]=[CH:15][N:14]=2)[CH2:19][CH2:20][CH2:21][CH2:22]1. (5) Given the reactants [F:1][CH2:2][CH2:3][N:4]1[CH2:9][CH2:8][N:7](C(OC(C)(C)C)=O)[CH2:6][CH2:5]1.[ClH:17].CCOC(C)=O, predict the reaction product. The product is: [ClH:17].[ClH:17].[F:1][CH2:2][CH2:3][N:4]1[CH2:9][CH2:8][NH:7][CH2:6][CH2:5]1.